From a dataset of Reaction yield outcomes from USPTO patents with 853,638 reactions. Predict the reaction yield, written as a fraction of the theoretical maximum amount of product (1.0 means a 100% yield; for example, 0.34 means a 34% yield). The reactants are [N:1]1[CH:6]=[CH:5][CH:4]=[C:3]([NH:7][C:8]([N:10]2[CH2:13][CH:12]([O:14][C:15]3[CH:20]=[CH:19][C:18](I)=[CH:17][N:16]=3)[CH2:11]2)=[O:9])[N:2]=1.[CH2:22]([O:29][CH2:30][CH2:31][O:32][C:33]1[CH:34]=[C:35](B2OC(C)(C)C(C)(C)O2)[CH:36]=[CH:37][CH:38]=1)[C:23]1[CH:28]=[CH:27][CH:26]=[CH:25][CH:24]=1. No catalyst specified. The yield is 0.280. The product is [N:1]1[CH:6]=[CH:5][CH:4]=[C:3]([NH:7][C:8]([N:10]2[CH2:13][CH:12]([O:14][C:15]3[CH:20]=[CH:19][C:18]([C:35]4[CH:36]=[CH:37][CH:38]=[C:33]([O:32][CH2:31][CH2:30][O:29][CH2:22][C:23]5[CH:28]=[CH:27][CH:26]=[CH:25][CH:24]=5)[CH:34]=4)=[CH:17][N:16]=3)[CH2:11]2)=[O:9])[N:2]=1.